This data is from Forward reaction prediction with 1.9M reactions from USPTO patents (1976-2016). The task is: Predict the product of the given reaction. (1) Given the reactants [CH2:1]([O:3][C:4]1[CH:5]=[C:6]([C:20]2[CH:25]=[CH:24][C:23]([CH2:26][C:27]([OH:29])=O)=[C:22]([F:30])[CH:21]=2)[CH:7]=[N:8][C:9]=1[O:10][CH2:11][C:12]1[CH:17]=[CH:16][C:15]([O:18][CH3:19])=[CH:14][CH:13]=1)[CH3:2].[N:31]1[NH:32][N:33]=[N:34][C:35]=1[C:36]1[CH:37]=[C:38]([CH:40]=[C:41]([C:43]([F:46])([F:45])[F:44])[CH:42]=1)[NH2:39].C(P1(=O)OP(CCC)(=O)OP(CCC)(=O)O1)CC.CC(=O)OCC, predict the reaction product. The product is: [N:34]1[NH:33][N:32]=[N:31][C:35]=1[C:36]1[CH:37]=[C:38]([NH:39][C:27](=[O:29])[CH2:26][C:23]2[CH:24]=[CH:25][C:20]([C:6]3[CH:7]=[N:8][C:9]([O:10][CH2:11][C:12]4[CH:17]=[CH:16][C:15]([O:18][CH3:19])=[CH:14][CH:13]=4)=[C:4]([O:3][CH2:1][CH3:2])[CH:5]=3)=[CH:21][C:22]=2[F:30])[CH:40]=[C:41]([C:43]([F:45])([F:46])[F:44])[CH:42]=1. (2) Given the reactants [C:1]1([C@H:7]([NH2:9])[CH3:8])[CH:6]=[CH:5][CH:4]=[CH:3][CH:2]=1.Cl[C:11]1[C:20]2[C:15](=[CH:16][C:17]([F:24])=[C:18]([N+:21]([O-:23])=[O:22])[CH:19]=2)[N:14]=[CH:13][N:12]=1, predict the reaction product. The product is: [C:1]1([C@H:7]([NH:9][C:11]2[C:20]3[C:15](=[CH:16][C:17]([F:24])=[C:18]([N+:21]([O-:23])=[O:22])[CH:19]=3)[N:14]=[CH:13][N:12]=2)[CH3:8])[CH:6]=[CH:5][CH:4]=[CH:3][CH:2]=1. (3) Given the reactants [CH:1]1([C:7]2[CH:12]=[C:11]([CH:13]3[CH2:18][CH2:17][CH2:16][CH2:15][CH2:14]3)[CH:10]=[C:9]([CH:19]3[CH2:24][CH2:23][CH2:22][CH2:21][CH2:20]3)[CH:8]=2)[CH2:6][CH2:5][CH2:4][CH2:3][CH2:2]1.Cl[S:26]([OH:29])(=[O:28])=[O:27].[OH-].[Na+:31].C(O)C, predict the reaction product. The product is: [CH:1]1([C:7]2([S:26]([O-:29])(=[O:28])=[O:27])[CH:12]=[C:11]([CH:13]3[CH2:18][CH2:17][CH2:16][CH2:15][CH2:14]3)[CH:10]=[C:9]([CH:19]3[CH2:20][CH2:21][CH2:22][CH2:23][CH2:24]3)[CH2:8]2)[CH2:6][CH2:5][CH2:4][CH2:3][CH2:2]1.[Na+:31]. (4) Given the reactants [CH:1]1([C:20]([O:22][CH2:23][CH2:24][CH2:25][CH2:26][CH2:27][CH2:28][CH2:29][CH:30]([CH3:32])C)=[O:21])[CH2:6][CH2:5][CH2:4][CH2:3][CH:2]1[C:7]([O:9][CH2:10][CH2:11][CH2:12][CH2:13][CH2:14][CH2:15][CH2:16][CH:17]([CH3:19])C)=[O:8].[C:33](OCCCCCCCC(C)C)(=O)[C:34]1C(=CC=CC=1)C(OCCCCCCCC(C)C)=O.[CH2:65](C(CCCCC)COC(=O)C1C(=CC=CC=1)C(OCC(CCC)CCCCC)=O)[CH2:66]C, predict the reaction product. The product is: [CH3:33][CH2:34][CH2:32][CH2:30][CH2:29][CH2:28][CH2:27][CH2:26][CH2:25][CH2:24][CH2:23][O:22][C:20]([C:1]1[C:2]([C:7]([O:9][CH2:10][CH2:11][CH2:12][CH2:13][CH2:14][CH2:15][CH2:16][CH2:17][CH2:19][CH2:65][CH3:66])=[O:8])=[CH:3][CH:4]=[CH:5][CH:6]=1)=[O:21]. (5) Given the reactants [H-].[Na+].[CH2:3]([O:7][C:8]1[N:16]=[C:15]2[C:11]([NH:12][C:13](=[O:34])[N:14]2[CH2:17][C:18]2[CH:19]=[N:20][C:21]([O:24][CH2:25][CH2:26][CH2:27][CH2:28][NH:29][CH2:30][CH2:31][CH2:32][OH:33])=[CH:22][CH:23]=2)=[C:10]([NH2:35])[N:9]=1)[CH2:4][CH2:5][CH3:6].[C:36]([Si:40]([CH3:43])([CH3:42])Cl)([CH3:39])([CH3:38])[CH3:37], predict the reaction product. The product is: [CH2:3]([O:7][C:8]1[N:16]=[C:15]2[C:11]([NH:12][C:13](=[O:34])[N:14]2[CH2:17][C:18]2[CH:19]=[N:20][C:21]([O:24][CH2:25][CH2:26][CH2:27][CH2:28][NH:29][CH2:30][CH2:31][CH2:32][O:33][Si:40]([C:36]([CH3:39])([CH3:38])[CH3:37])([CH3:43])[CH3:42])=[CH:22][CH:23]=2)=[C:10]([NH2:35])[N:9]=1)[CH2:4][CH2:5][CH3:6]. (6) The product is: [CH2:1]([N:8]1[C:12]2[N:13]=[CH:14][C:15]3[CH:16]=[C:17]([C:36]4[C:37]([F:50])=[C:38]([NH:43][S:44]([CH2:47][CH2:48][CH3:49])(=[O:46])=[O:45])[CH:39]=[CH:40][C:41]=4[F:42])[C:18]([O:21][CH3:22])=[CH:19][C:20]=3[C:11]=2[C:10]([CH:32]2[CH2:33][CH2:34]2)=[N:9]1)[C:2]1[CH:7]=[CH:6][CH:5]=[CH:4][CH:3]=1. Given the reactants [CH2:1]([N:8]1[C:12]2[N:13]=[CH:14][C:15]3[CH:16]=[C:17](B4OC(C)(C)C(C)(C)O4)[C:18]([O:21][CH3:22])=[CH:19][C:20]=3[C:11]=2[C:10]([CH:32]2[CH2:34][CH2:33]2)=[N:9]1)[C:2]1[CH:7]=[CH:6][CH:5]=[CH:4][CH:3]=1.Br[C:36]1[C:37]([F:50])=[C:38]([NH:43][S:44]([CH2:47][CH2:48][CH3:49])(=[O:46])=[O:45])[CH:39]=[CH:40][C:41]=1[F:42], predict the reaction product.